From a dataset of Forward reaction prediction with 1.9M reactions from USPTO patents (1976-2016). Predict the product of the given reaction. (1) Given the reactants F[C:2]1[N:7]2[CH:8]=[C:9]([CH2:11][N:12]([CH3:23])[CH:13]3[C:22]4[N:21]=[CH:20][CH:19]=[CH:18][C:17]=4[CH2:16][CH2:15][CH2:14]3)[N:10]=[C:6]2[CH:5]=[CH:4][CH:3]=1.[CH2:24]([N:26]1[CH2:31][CH2:30][NH:29][CH2:28][CH2:27]1)[CH3:25], predict the reaction product. The product is: [CH2:24]([N:26]1[CH2:31][CH2:30][N:29]([C:2]2[N:7]3[CH:8]=[C:9]([CH2:11][N:12]([CH3:23])[CH:13]4[C:22]5[N:21]=[CH:20][CH:19]=[CH:18][C:17]=5[CH2:16][CH2:15][CH2:14]4)[N:10]=[C:6]3[CH:5]=[CH:4][CH:3]=2)[CH2:28][CH2:27]1)[CH3:25]. (2) Given the reactants Br[C:2]1[C:3]2[N:4]([C:8]([CH2:14][C:15]3[CH:34]=[CH:33][C:18]4/[C:19](=[C:29](/[CH3:32])\[C:30]#[N:31])/[C:20]5[CH:27]=[CH:26][C:25]([F:28])=[CH:24][C:21]=5[O:22][CH2:23][C:17]=4[CH:16]=3)=[C:9]([CH:11]3[CH2:13][CH2:12]3)[N:10]=2)[CH:5]=[CH:6][CH:7]=1.C(P(C(C)(C)C)C1C=CC=CC=1C1C=CC=CC=1)(C)(C)C.CC(C)([O-])C.[Na+].[CH3:62][NH:63][CH3:64].C1COCC1, predict the reaction product. The product is: [CH:11]1([C:9]2[N:10]=[C:3]3[C:2]([N:63]([CH3:64])[CH3:62])=[CH:7][CH:6]=[CH:5][N:4]3[C:8]=2[CH2:14][C:15]2[CH:34]=[CH:33][C:18]3/[C:19](=[C:29](/[CH3:32])\[C:30]#[N:31])/[C:20]4[CH:27]=[CH:26][C:25]([F:28])=[CH:24][C:21]=4[O:22][CH2:23][C:17]=3[CH:16]=2)[CH2:13][CH2:12]1. (3) Given the reactants Cl.[F:2][CH2:3][CH2:4][NH:5][CH3:6].C(N(C(C)C)CC)(C)C.Cl[C:17](=[O:22])[C:18]([O:20][CH3:21])=[O:19], predict the reaction product. The product is: [F:2][CH2:3][CH2:4][N:5]([CH3:6])[C:17](=[O:22])[C:18]([O:20][CH3:21])=[O:19]. (4) Given the reactants [Br:1][C:2]1[C:3]([OH:12])=[CH:4][C:5]([OH:11])=[C:6]([CH:10]=1)[C:7]([OH:9])=[O:8].S(=O)(=O)(O)O.[C:18](=O)([O-])O.[Na+], predict the reaction product. The product is: [Br:1][C:2]1[C:3]([OH:12])=[CH:4][C:5]([OH:11])=[C:6]([CH:10]=1)[C:7]([O:9][CH3:18])=[O:8]. (5) The product is: [CH3:31][C:28]1[N:27]=[N:26][C:25]([NH:24][C:21]([C:19]2[CH:18]=[CH:17][C:16]3[N:12]([CH2:11][CH2:10][CH2:9][NH2:8])[CH:13]=[N:14][C:15]=3[CH:20]=2)=[O:23])=[CH:30][CH:29]=1. Given the reactants C(OC([NH:8][CH2:9][CH2:10][CH2:11][N:12]1[C:16]2[CH:17]=[CH:18][C:19]([C:21]([OH:23])=O)=[CH:20][C:15]=2[N:14]=[CH:13]1)=O)(C)(C)C.[NH2:24][C:25]1[N:26]=[N:27][C:28]([CH3:31])=[CH:29][CH:30]=1, predict the reaction product. (6) Given the reactants [C:1]([O:5][C:6]([N:8]1[CH2:13][CH2:12][CH2:11][C:10]([N:15]=C=O)([CH3:14])[CH2:9]1)=[O:7])([CH3:4])([CH3:3])[CH3:2].[OH-].[Na+], predict the reaction product. The product is: [C:1]([O:5][C:6]([N:8]1[CH2:13][CH2:12][CH2:11][C:10]([NH2:15])([CH3:14])[CH2:9]1)=[O:7])([CH3:4])([CH3:2])[CH3:3]. (7) Given the reactants [CH2:1]([O:3][C:4](=[O:26])[CH2:5][C:6]1[CH:7]=[C:8]([C:14]2[CH:19]=[CH:18][C:17]([C:20]([F:23])([F:22])[F:21])=[CH:16][C:15]=2[CH2:24]Br)[C:9]([O:12][CH3:13])=[CH:10][CH:11]=1)[CH3:2].[CH2:27]([SH:34])[C:28]1[CH:33]=[CH:32][CH:31]=[CH:30][CH:29]=1, predict the reaction product. The product is: [CH2:1]([O:3][C:4](=[O:26])[CH2:5][C:6]1[CH:7]=[C:8]([C:14]2[CH:19]=[CH:18][C:17]([C:20]([F:23])([F:22])[F:21])=[CH:16][C:15]=2[CH2:24][S:34][CH2:27][C:28]2[CH:33]=[CH:32][CH:31]=[CH:30][CH:29]=2)[C:9]([O:12][CH3:13])=[CH:10][CH:11]=1)[CH3:2].